Predict the reaction yield, written as a fraction of the theoretical maximum amount of product (1.0 means a 100% yield; for example, 0.34 means a 34% yield). From a dataset of Reaction yield outcomes from USPTO patents with 853,638 reactions. (1) The yield is 0.640. The reactants are [CH:1]([C:3]1[CH:4]=[C:5]([CH:13]=[CH:14][CH:15]=1)[O:6][CH2:7][C:8]([O:10]CC)=[O:9])=O.[OH:16][C:17]1[CH:22]=[CH:21][C:20]([C:23](=[O:25])[CH3:24])=[CH:19][C:18]=1[CH3:26].[OH-].[K+].Cl. The product is [OH:16][C:17]1[CH:22]=[CH:21][C:20]([C:23](=[O:25])/[CH:24]=[CH:1]/[C:3]2[CH:4]=[C:5]([CH:13]=[CH:14][CH:15]=2)[O:6][CH2:7][C:8]([OH:10])=[O:9])=[CH:19][C:18]=1[CH3:26]. The catalyst is CO.O. (2) The reactants are [Br:1][C:2]1[CH:3]=[CH:4][C:5]([N:8]2[CH2:13][CH2:12][NH:11][CH2:10][CH2:9]2)=[N:6][CH:7]=1.Cl[C:15]1[CH:16]=[CH:17][C:18]2[N:19]([C:21]([C:24]([F:27])([F:26])[F:25])=[N:22][N:23]=2)[N:20]=1. The catalyst is C(O)C. The product is [Br:1][C:2]1[CH:3]=[CH:4][C:5]([N:8]2[CH2:9][CH2:10][N:11]([C:15]3[CH:16]=[CH:17][C:18]4[N:19]([C:21]([C:24]([F:25])([F:27])[F:26])=[N:22][N:23]=4)[N:20]=3)[CH2:12][CH2:13]2)=[N:6][CH:7]=1. The yield is 0.734. (3) The reactants are [CH2:1]([C:3]1[NH:4][C:5](=[O:27])[C:6]([CH2:12][C:13]2[CH:18]=[CH:17][C:16]([C:19]3[C:20]([C:25]#[N:26])=[CH:21][CH:22]=[CH:23][CH:24]=3)=[CH:15][CH:14]=2)=[C:7]([CH2:9][CH2:10][CH3:11])[N:8]=1)[CH3:2].[F:28][C:29]1[CH:30]=[C:31](B(O)O)[CH:32]=[CH:33][C:34]=1[O:35][CH:36]([CH3:38])[CH3:37].C(N(CC)CC)C.N1C=CC=CC=1. The product is [CH2:1]([C:3]1[N:4]([C:31]2[CH:32]=[CH:33][C:34]([O:35][CH:36]([CH3:37])[CH3:38])=[C:29]([F:28])[CH:30]=2)[C:5](=[O:27])[C:6]([CH2:12][C:13]2[CH:18]=[CH:17][C:16]([C:19]3[C:20]([C:25]#[N:26])=[CH:21][CH:22]=[CH:23][CH:24]=3)=[CH:15][CH:14]=2)=[C:7]([CH2:9][CH2:10][CH3:11])[N:8]=1)[CH3:2]. The catalyst is ClCCl.C(OCC)(=O)C.C([O-])(=O)C.[Cu+2].C([O-])(=O)C. The yield is 0.610.